From a dataset of Catalyst prediction with 721,799 reactions and 888 catalyst types from USPTO. Predict which catalyst facilitates the given reaction. (1) Reactant: [CH2:1]([O:3][C:4]1[C:8]([CH2:9][CH2:10][CH2:11][OH:12])=[CH:7][N:6]([C:13]2[CH:18]=[CH:17][C:16]([C:19]([F:22])([F:21])[F:20])=[CH:15][N:14]=2)[N:5]=1)[CH3:2].[Cl:23][C:24]1[CH:25]=[CH:26][C:27](O)=[C:28]([CH2:30][C:31]([O:33]C)=[O:32])[CH:29]=1.C(P(CCCC)CCCC)CCC.N(C(N1CCCCC1)=O)=NC(N1CCCCC1)=O. Product: [Cl:23][C:24]1[CH:25]=[CH:26][C:27]([O:12][CH2:11][CH2:10][CH2:9][C:8]2[C:4]([O:3][CH2:1][CH3:2])=[N:5][N:6]([C:13]3[CH:18]=[CH:17][C:16]([C:19]([F:21])([F:20])[F:22])=[CH:15][N:14]=3)[CH:7]=2)=[C:28]([CH2:30][C:31]([OH:33])=[O:32])[CH:29]=1. The catalyst class is: 7. (2) Reactant: [F:1][C:2]1[CH:7]=[C:6]([O:8]C)[C:5]([F:10])=[CH:4][C:3]=1[C:11]1[C:19]2[C:14](=[N:15][CH:16]=[N:17][C:18]=2[NH2:20])[N:13]([CH:21]([CH3:23])[CH3:22])[N:12]=1.B(Br)(Br)Br. Product: [NH2:20][C:18]1[N:17]=[CH:16][N:15]=[C:14]2[N:13]([CH:21]([CH3:23])[CH3:22])[N:12]=[C:11]([C:3]3[C:2]([F:1])=[CH:7][C:6]([OH:8])=[C:5]([F:10])[CH:4]=3)[C:19]=12. The catalyst class is: 2. (3) Product: [OH:6][C:7]1[C:20]2[C:19](=[O:21])[C:18]3[C:13](=[CH:14][CH:15]=[CH:16][C:17]=3[OH:22])[C:12](=[O:23])[C:11]=2[CH:10]=[C:9]([NH:24][C:3](=[O:4])[CH2:2][I:1])[CH:8]=1. The catalyst class is: 38. Reactant: [I:1][CH2:2][C:3](Cl)=[O:4].[OH:6][C:7]1[C:20]2[C:19](=[O:21])[C:18]3[C:13](=[CH:14][CH:15]=[CH:16][C:17]=3[OH:22])[C:12](=[O:23])[C:11]=2[CH:10]=[C:9]([NH2:24])[CH:8]=1.C(Cl)Cl.CO. (4) Reactant: C([O:3][C:4]([CH:6]1[CH2:18][C:17]2[C:16]3[C:11](=[CH:12][CH:13]=[CH:14][CH:15]=3)[NH:10][C:9]=2[CH2:8][CH2:7]1)=[O:5])C.O.[OH-].[Li+]. Product: [CH2:8]1[C:9]2[NH:10][C:11]3[C:16](=[CH:15][CH:14]=[CH:13][CH:12]=3)[C:17]=2[CH2:18][CH:6]([C:4]([OH:5])=[O:3])[CH2:7]1. The catalyst class is: 1. (5) Reactant: [C:1]([C:4]1[C:12]2[C:7](=[CH:8][CH:9]=[CH:10][CH:11]=2)[N:6]([CH2:13][C:14]([O:16]C(C)(C)C)=[O:15])[N:5]=1)(=[O:3])[CH3:2].C(O)(C(F)(F)F)=O. Product: [C:1]([C:4]1[C:12]2[C:7](=[CH:8][CH:9]=[CH:10][CH:11]=2)[N:6]([CH2:13][C:14]([OH:16])=[O:15])[N:5]=1)(=[O:3])[CH3:2]. The catalyst class is: 2.